Dataset: Reaction yield outcomes from USPTO patents with 853,638 reactions. Task: Predict the reaction yield, written as a fraction of the theoretical maximum amount of product (1.0 means a 100% yield; for example, 0.34 means a 34% yield). (1) The yield is 0.350. The reactants are C([O:3][C:4]([C:6]1[C:7]([CH3:27])=[N:8][N:9]2[C:14]([O:15][CH2:16][C:17]3[C:22]([F:23])=[CH:21][CH:20]=[CH:19][C:18]=3[F:24])=[CH:13][C:12]([CH2:25][CH3:26])=[CH:11][C:10]=12)=[O:5])C.[OH-].[Na+]. The product is [F:24][C:18]1[CH:19]=[CH:20][CH:21]=[C:22]([F:23])[C:17]=1[CH2:16][O:15][C:14]1[N:9]2[N:8]=[C:7]([CH3:27])[C:6]([C:4]([OH:5])=[O:3])=[C:10]2[CH:11]=[C:12]([CH2:25][CH3:26])[CH:13]=1. The catalyst is O1CCOCC1. (2) The reactants are CN(C)CCCN=C=NCC.[O:12]1[CH:16]=[CH:15][CH:14]=[C:13]1[C:17]([OH:19])=O.[NH2:20][C@@H:21]([CH2:37][CH:38]1[CH2:43][CH2:42][CH2:41][CH2:40][CH2:39]1)[C:22]([NH:24][C@H:25]1[CH2:31][CH2:30][C@@H:29]([CH3:32])[N:28]([CH2:33][CH2:34][CH3:35])[CH2:27][C@@H:26]1[OH:36])=[O:23].CN1CCOCC1.OC1C2N=NNC=2C=CC=1. The catalyst is CN(C=O)C.CCOC(C)=O. The product is [CH:38]1([CH2:37][C@H:21]([NH:20][C:17]([C:13]2[O:12][CH:16]=[CH:15][CH:14]=2)=[O:19])[C:22](=[O:23])[NH:24][C@H:25]2[CH2:31][CH2:30][C@@H:29]([CH3:32])[N:28]([CH2:33][CH2:34][CH3:35])[CH2:27][C@@H:26]2[OH:36])[CH2:43][CH2:42][CH2:41][CH2:40][CH2:39]1. The yield is 0.760. (3) The product is [Br:1][C:2]1[CH:3]=[C:4]([N:9]2[C:13](=[O:14])[O:12][N:11]=[C:10]2[C:15]2[C:19]([NH:20][CH2:21][CH2:22][OH:23])=[N:18][O:17][N:16]=2)[CH:5]=[CH:6][C:7]=1[F:8]. The reactants are [Br:1][C:2]1[CH:3]=[C:4]([N:9]2[C:13](=[O:14])[O:12][N:11]=[C:10]2[C:15]2[C:19]([NH:20][CH2:21][CH2:22][O:23]C)=[N:18][O:17][N:16]=2)[CH:5]=[CH:6][C:7]=1[F:8].B(Br)(Br)Br.C(=O)(O)[O-].[Na+].CCCCCCC. The yield is 0.940. The catalyst is ClCCl.O. (4) The reactants are [H-].C([Al+]CC(C)C)C(C)C.C[O:12][C:13](=O)/[CH:14]=[CH:15]/[C:16]1[CH:17]=[N:18][C:19]([C:22]2[CH:27]=[CH:26][CH:25]=[CH:24][CH:23]=2)=[N:20][CH:21]=1. The catalyst is C(Cl)Cl. The product is [C:22]1([C:19]2[N:20]=[CH:21][C:16](/[CH:15]=[CH:14]/[CH2:13][OH:12])=[CH:17][N:18]=2)[CH:23]=[CH:24][CH:25]=[CH:26][CH:27]=1. The yield is 0.960. (5) The reactants are [Cl:1][C:2]1[CH:3]=[C:4]2[C:12](=[C:13]([NH:15][C:16]([CH:18]3[CH2:23][O:22][C:21]([CH3:25])([CH3:24])[CH2:20][N:19]3[CH2:26][CH:27]([NH2:30])[CH2:28][CH3:29])=[O:17])[CH:14]=1)[NH:11][C:10]1[CH:9]=[N:8][CH:7]=[CH:6][C:5]2=1.[CH3:31][C:32]1[N:40]=[CH:39][CH:38]=[CH:37][C:33]=1[C:34](O)=[O:35].CCN=C=NCCCN(C)C. The catalyst is N1C=CC=CC=1.O. The product is [Cl:1][C:2]1[CH:3]=[C:4]2[C:12](=[C:13]([NH:15][C:16]([CH:18]3[CH2:23][O:22][C:21]([CH3:24])([CH3:25])[CH2:20][N:19]3[CH2:26][CH:27]([NH:30][C:34]([C:33]3[C:32]([CH3:31])=[N:40][CH:39]=[CH:38][CH:37]=3)=[O:35])[CH2:28][CH3:29])=[O:17])[CH:14]=1)[NH:11][C:10]1[CH:9]=[N:8][CH:7]=[CH:6][C:5]2=1. The yield is 0.710. (6) The reactants are [CH3:1][O:2][C:3]1[CH:4]=[C:5]2[C:10](=[CH:11][C:12]=1[O:13][CH3:14])[N:9]=[CH:8][N:7]=[C:6]2[CH:15]1[CH2:20][CH2:19][NH:18][CH2:17][CH2:16]1.[N+](C1C=CC([O:30][C:31](=O)[NH:32][C:33]2[CH:34]=[N:35][C:36]([O:39][CH:40]3[CH2:43][CH2:42][CH2:41]3)=[CH:37][CH:38]=2)=CC=1)([O-])=O.C(Cl)Cl. The catalyst is CC(C)=O. The product is [CH:40]1([O:39][C:36]2[N:35]=[CH:34][C:33]([NH:32][C:31]([N:18]3[CH2:19][CH2:20][CH:15]([C:6]4[C:5]5[C:10](=[CH:11][C:12]([O:13][CH3:14])=[C:3]([O:2][CH3:1])[CH:4]=5)[N:9]=[CH:8][N:7]=4)[CH2:16][CH2:17]3)=[O:30])=[CH:38][CH:37]=2)[CH2:41][CH2:42][CH2:43]1. The yield is 0.730.